From a dataset of Drug-target binding data from BindingDB using Ki measurements. Regression. Given a target protein amino acid sequence and a drug SMILES string, predict the binding affinity score between them. We predict pKi (pKi = -log10(Ki in M); higher means stronger inhibition). Dataset: bindingdb_ki. (1) The compound is CC(C)CCCC(C)CCCC(C)CCCC(C)CC(O)C12OC1(C)C(=O)c1ccccc1C2=O. The target protein (Q6B4J2) has sequence MGATWRSPGWVRLALCLAGLVLSLYALHVKAARARDRDYRALCDVGTAISCSRVFSSRWGRGFGLVEHVLGKDSILNQSNSIFGCIFYTLQLLLGCLQGRWASVLLRLSCLVSLAGSVYLAWILFFVLYDFCIVCITTYAINVGLTVLSFREVQGPQGKVKGH. The pKi is 4.2. (2) The compound is C[N+](C)(C)C[C@@H]1COC[C@@H](C(c2ccccc2)c2ccccc2)O1. The target protein (P08912) has sequence MEGDSYHNATTVNGTPVNHQPLERHRLWEVITIAAVTAVVSLITIVGNVLVMISFKVNSQLKTVNNYYLLSLACADLIIGIFSMNLYTTYILMGRWALGSLACDLWLALDYVASNASVMNLLVISFDRYFSITRPLTYRAKRTPKRAGIMIGLAWLISFILWAPAILCWQYLVGKRTVPLDECQIQFLSEPTITFGTAIAAFYIPVSVMTILYCRIYRETEKRTKDLADLQGSDSVTKAEKRKPAHRALFRSCLRCPRPTLAQRERNQASWSSSRRSTSTTGKPSQATGPSANWAKAEQLTTCSSYPSSEDEDKPATDPVLQVVYKSQGKESPGEEFSAEETEETFVKAETEKSDYDTPNYLLSPAAAHRPKSQKCVAYKFRLVVKADGNQETNNGCHKVKIMPCPFPVAKEPSTKGLNPNPSHQMTKRKRVVLVKERKAAQTLSAILLAFIITWTPYNIMVLVSTFCDKCVPVTLWHLGYWLCYVNSTVNPICYALCNR.... The pKi is 4.5. (3) The small molecule is CCOC(=O)c1ccccc1S(=O)(=O)NC(=O)Nc1nc(Cl)cc(OC)n1. The target protein (P07342) has sequence MIRQSTLKNFAIKRCFQHIAYRNTPAMRSVALAQRFYSSSSRYYSASPLPASKRPEPAPSFNVDPLEQPAEPSKLAKKLRAEPDMDTSFVGLTGGQIFNEMMSRQNVDTVFGYPGGAILPVYDAIHNSDKFNFVLPKHEQGAGHMAEGYARASGKPGVVLVTSGPGATNVVTPMADAFADGIPMVVFTGQVPTSAIGTDAFQEADVVGISRSCTKWNVMVKSVEELPLRINEAFEIATSGRPGPVLVDLPKDVTAAILRNPIPTKTTLPSNALNQLTSRAQDEFVMQSINKAADLINLAKKPVLYVGAGILNHADGPRLLKELSDRAQIPVTTTLQGLGSFDQEDPKSLDMLGMHGCATANLAVQNADLIIAVGARFDDRVTGNISKFAPEARRAAAEGRGGIIHFEVSPKNINKVVQTQIAVEGDATTNLGKMMSKIFPVKERSEWFAQINKWKKEYPYAYMEETPGSKIKPQTVIKKLSKVANDTGRHVIVTTGVGQH.... The pKi is 8.5. (4) The small molecule is COc1ccc([C@H](C)NC(=O)Cn2nnc3cc(C)ccc3c2=O)cc1. The target protein (Q6DWJ6) has sequence MEHTHAHLAANSSLSWWSPGSACGLGFVPVVYYSLLLCLGLPANILTVIILSQLVARRQKSSYNYLLALAAADILVLFFIVFVDFLLEDFILNMQMPQVPDKIIEVLEFSSIHTSIWITVPLTIDRYIAVCHPLKYHTVSYPARTRKVIVSVYITCFLTSIPYYWWPNIWTEDYISTSVHHVLIWIHCFTVYLVPCSIFFILNSIIVYKLRRKSNFRLRGYSTGKTTAILFTITSIFATLWAPRIIMILYHLYGAPIQNRWLVHIMSDIANMLALLNTAINFFLYCFISKRFRTMAAATLKAFFKCQKQPVQFYTNHNFSITSSPWISPANSHCIKMLVYQYDKNGKPIKVSP. The pKi is 5.8. (5) The drug is O=C(Cc1cccs1)N[C@@H](Cn1cc(C(=O)O)nn1)B(O)O. The target protein sequence is DNTPKDQEIKKLVDQNFKPLLEKYDVPGMAVGVIQNNKKYEMYYGLQSVQDKKAVNSNTIFELGSVSKLFTATAGGYAKNKGKISFDDTPGKYWKELKNTPIDQVNLLQLATYTSGNLALQFPDEVQTDQQVLTFFKDWKPKNPIGEYRQYSNPSIGLFGKVVALSMNKPFDQVLEKTIFPALGLKHSYVNVPKTQMQNYAFGYNQENQPIRVNPGPLDAPAYGVKSTLPDMLSFIHANLNPQKYPTDIQRAINETHQGRYQVNTMYQALGWEEFSYPATLQTLLDSNSEQIVMKPNKVTAISKEPSVKMYHKTGSTSGFGTYVVFIPKENIGLVMLTNKRIPNEERIKAAYVVLNAIKK. The pKi is 7.3. (6) The small molecule is O=Cc1ccc(F)nc1. The target protein sequence is MINQLQNYFKNIIATKDWHCKNHVSFSNNKNGGIWPEHCVKNTWGSEFPNDLNTKRIKKVFFKGTDQYYDSYSGFYDDCIKKKQTGLQLYLKNNSINTLFITGLALDFCVKETILDAINLGFRVYLITDATRSITSTPELIIQELKKLNVLTCFSKDIFDSQSKLNI. The pKi is 4.7. (7) The drug is Oc1ccccc1O. The target protein (Q3SZX4) has sequence MAKEWGYADHNGPDHWHELFPNAKGENQSPIELNTKEISHDPSLKPWTASYDPGSAKTILNNGKTCRVVFDDTYDRSMLRGGPLAAPYRLRQFHLHWGSSDDHGSEHSVDGVKYAAELHLVHWNSKYNSYATALKHADGIAVVGVFLKIGREKGEFQLLLDALDKIKTKGKEAPFNNFNPSCLFPACRDYWTYHGSFTTPPCEECIVWLLLKEPITVSSDQIAKLRTLYSSAENEPPVPLVRNWRPPQPIKGRIVKASFK. The pKi is 5.2.